From a dataset of Catalyst prediction with 721,799 reactions and 888 catalyst types from USPTO. Predict which catalyst facilitates the given reaction. (1) Reactant: [NH2:1][C:2]1[N:3]=[CH:4][C:5]2[N:6]([CH3:20])[C:7](=[O:19])[CH2:8][CH2:9][N:10]([CH:13]3[CH2:18][CH2:17][CH2:16][CH2:15][CH2:14]3)[C:11]=2[N:12]=1.Br[C:22]1[C:37]([F:38])=[CH:36][C:25]([C:26]([NH:28][CH:29]2[CH2:34][CH2:33][N:32]([CH3:35])[CH2:31][CH2:30]2)=[O:27])=[C:24]([Cl:39])[CH:23]=1.CC1(C)C2C(=C(P(C3C=CC=CC=3)C3C=CC=CC=3)C=CC=2)OC2C(P(C3C=CC=CC=3)C3C=CC=CC=3)=CC=CC1=2.C(=O)([O-])[O-].[Cs+].[Cs+]. Product: [Cl:39][C:24]1[CH:23]=[C:22]([NH:1][C:2]2[N:12]=[C:11]3[C:5]([N:6]([CH3:20])[C:7](=[O:19])[CH2:8][CH2:9][N:10]3[CH:13]3[CH2:18][CH2:17][CH2:16][CH2:15][CH2:14]3)=[CH:4][N:3]=2)[C:37]([F:38])=[CH:36][C:25]=1[C:26]([NH:28][CH:29]1[CH2:34][CH2:33][N:32]([CH3:35])[CH2:31][CH2:30]1)=[O:27]. The catalyst class is: 584. (2) Reactant: [CH3:1][O:2][C:3](=[O:13])[CH2:4][C:5]1[CH:10]=[CH:9][C:8]([OH:11])=[C:7]([NH2:12])[CH:6]=1.[CH:14](OCC)(OCC)OCC. Product: [CH3:1][O:2][C:3](=[O:13])[CH2:4][C:5]1[CH:10]=[CH:9][C:8]2[O:11][CH:14]=[N:12][C:7]=2[CH:6]=1. The catalyst class is: 6. (3) Reactant: [Cl:1][C:2]1[S:6][C:5]([C:7]([NH:9][CH2:10][C:11]2[N:12]=[CH:13][N:14]([C:16]3[CH:21]=[CH:20][C:19](I)=[CH:18][CH:17]=3)[CH:15]=2)=[O:8])=[CH:4][CH:3]=1.[OH:23][C:24]1[CH:29]=[N:28][CH:27]=[CH:26][N:25]=1.OC1C=CC=C2C=1N=CC=C2.C([O-])([O-])=O.[K+].[K+]. Product: [Cl:1][C:2]1[S:6][C:5]([C:7]([NH:9][CH2:10][C:11]2[N:12]=[CH:13][N:14]([C:16]3[CH:21]=[CH:20][C:19]([N:25]4[CH:26]=[CH:27][N:28]=[CH:29][C:24]4=[O:23])=[CH:18][CH:17]=3)[CH:15]=2)=[O:8])=[CH:4][CH:3]=1. The catalyst class is: 156. (4) Reactant: [F:1][C:2]1[C:11]([F:12])=[C:10]2[C:5]([CH2:6][CH2:7][CH:8]([CH2:13][CH2:14][CH2:15][CH2:16][CH3:17])[O:9]2)=[C:4]2[CH:18]=[C:19]([CH3:21])[O:20][C:3]=12. Product: [F:1][C:2]1[C:11]([F:12])=[C:10]2[C:5]([CH2:6][CH2:7][CH:8]([CH2:13][CH2:14][CH2:15][CH2:16][CH3:17])[O:9]2)=[C:4]2[CH2:18][CH:19]([CH3:21])[O:20][C:3]=12. The catalyst class is: 123.